This data is from Catalyst prediction with 721,799 reactions and 888 catalyst types from USPTO. The task is: Predict which catalyst facilitates the given reaction. (1) Reactant: Cl.CO.[O:4]1[C:8]([C:9]2[CH:14]=[CH:13][C:12]([NH:15][N:16]=[CH:17][C:18]3[CH:32]=[CH:31][C:21]([CH2:22][NH:23]C(=O)OC(C)(C)C)=[CH:20][CH:19]=3)=[CH:11][CH:10]=2)=[CH:7][N:6]=[CH:5]1. Product: [O:4]1[C:8]([C:9]2[CH:14]=[CH:13][C:12]([NH:15][N:16]=[CH:17][C:18]3[CH:32]=[CH:31][C:21]([CH2:22][NH2:23])=[CH:20][CH:19]=3)=[CH:11][CH:10]=2)=[CH:7][N:6]=[CH:5]1. The catalyst class is: 5. (2) Reactant: C([O:8][C:9]1[C:19]([F:20])=[CH:18][CH:17]=[CH:16][C:10]=1[O:11][CH2:12][CH:13]1[CH2:15][O:14]1)C1C=CC=CC=1.C([SiH](CC)CC)C. Product: [F:20][C:19]1[CH:18]=[CH:17][CH:16]=[C:10]([O:11][CH2:12][CH:13]2[CH2:15][O:14]2)[C:9]=1[OH:8]. The catalyst class is: 63. (3) Reactant: [OH:1][C:2]1[C:3]2[CH:4]=[C:5](/[CH:16]=[CH:17]/[C:18]([OH:20])=O)[CH:6]=[N:7][C:8]=2[NH:9][C:10](=[O:15])[C:11]=1[CH:12]([CH3:14])[CH3:13].[CH2:21]1[C:31]2=[C:32]3[C:27](=[CH:28][CH:29]=[CH:30]2)[C:26]([CH2:33][NH:34][CH3:35])=[CH:25][CH:24]=[C:23]3[CH2:22]1.CCN=C=NCCCN(C)C.C1C=CC2N(O)N=NC=2C=1.CCN(C(C)C)C(C)C.Cl. Product: [CH2:21]1[C:31]2=[C:32]3[C:27](=[CH:28][CH:29]=[CH:30]2)[C:26]([CH2:33][N:34]([CH3:35])[C:18](=[O:20])/[CH:17]=[CH:16]/[C:5]2[CH:6]=[N:7][C:8]4[NH:9][C:10](=[O:15])[C:11]([CH:12]([CH3:13])[CH3:14])=[C:2]([OH:1])[C:3]=4[CH:4]=2)=[CH:25][CH:24]=[C:23]3[CH2:22]1. The catalyst class is: 18. (4) Reactant: C(O[BH-](OC(=O)C)OC(=O)C)(=O)C.[Na+].[Cl:15][C:16]1[CH:17]=[C:18]([CH:20]=[CH:21][C:22]=1[Cl:23])[NH2:19].[C:24]1(=O)[CH2:28][CH2:27][CH2:26][CH2:25]1.C(O)(=O)C.C(=O)(O)[O-].[Na+]. Product: [CH:24]1([NH:19][C:18]2[CH:20]=[CH:21][C:22]([Cl:23])=[C:16]([Cl:15])[CH:17]=2)[CH2:28][CH2:27][CH2:26][CH2:25]1. The catalyst class is: 756. (5) Reactant: [OH:1][C:2]1[C:7]2[CH:8]=[CH:9][O:10][C:6]=2[CH:5]=[CH:4][C:3]=1[C:11](=O)[CH3:12]. Product: [CH2:11]([C:3]1[C:2]([OH:1])=[C:7]2[CH2:8][CH2:9][O:10][C:6]2=[CH:5][CH:4]=1)[CH3:12]. The catalyst class is: 19. (6) Reactant: [NH2:1][C:2]1[CH:7]=[CH:6][CH:5]=[CH:4][CH:3]=1.[Al+3].[Cl-].[Cl-].[Cl-].[C:12]1([C:29]2[CH:34]=[CH:33][CH:32]=[CH:31][CH:30]=2)[CH:17]=[CH:16][CH:15]=[CH:14][C:13]=1[C:18]1O[C:20]([C:23]2[CH:28]=[CH:27][CH:26]=[CH:25][CH:24]=2)=[N:21][N:22]=1. Product: [C:12]1([C:29]2[CH:30]=[CH:31][CH:32]=[CH:33][CH:34]=2)[CH:17]=[CH:16][CH:15]=[CH:14][C:13]=1[C:18]1[N:1]([C:2]2[CH:7]=[CH:6][CH:5]=[CH:4][CH:3]=2)[C:20]([C:23]2[CH:24]=[CH:25][CH:26]=[CH:27][CH:28]=2)=[N:21][N:22]=1. The catalyst class is: 60.